From a dataset of Catalyst prediction with 721,799 reactions and 888 catalyst types from USPTO. Predict which catalyst facilitates the given reaction. Reactant: Br[C:2]1[C:3]([O:31][CH2:32][C:33]([F:36])([F:35])[F:34])=[N:4][CH:5]=[C:6]([CH:30]=1)[C:7]([NH:9][CH2:10][CH2:11][NH:12][C:13]([C:15]1[C:16]([C:26]([F:29])([F:28])[F:27])=[N:17][N:18]([C:20]2[CH:25]=[CH:24][CH:23]=[CH:22][CH:21]=2)[CH:19]=1)=[O:14])=[O:8].[C:37]1(B(O)O)[CH:42]=[CH:41][CH:40]=[CH:39][CH:38]=1.C(=O)([O-])[O-].[Cs+].[Cs+].C(N1CCN2CCN(CC(C)C)P1N(CC(C)C)CC2)C(C)C. Product: [C:37]1([C:2]2[C:3]([O:31][CH2:32][C:33]([F:35])([F:34])[F:36])=[N:4][CH:5]=[C:6]([CH:30]=2)[C:7]([NH:9][CH2:10][CH2:11][NH:12][C:13]([C:15]2[C:16]([C:26]([F:29])([F:28])[F:27])=[N:17][N:18]([C:20]3[CH:21]=[CH:22][CH:23]=[CH:24][CH:25]=3)[CH:19]=2)=[O:14])=[O:8])[CH:42]=[CH:41][CH:40]=[CH:39][CH:38]=1. The catalyst class is: 222.